From a dataset of Retrosynthesis with 50K atom-mapped reactions and 10 reaction types from USPTO. Predict the reactants needed to synthesize the given product. (1) Given the product [NH3+][C@@H](Cc1ccccc1)C(=O)CCl, predict the reactants needed to synthesize it. The reactants are: CC(C)(C)OC(=O)N[C@@H](Cc1ccccc1)C(=O)CCl. (2) Given the product CC(C)(C)OC(=O)CNCCO, predict the reactants needed to synthesize it. The reactants are: CC(C)(C)OC(=O)CBr.NCCO.